Dataset: Experimentally validated miRNA-target interactions with 360,000+ pairs, plus equal number of negative samples. Task: Binary Classification. Given a miRNA mature sequence and a target amino acid sequence, predict their likelihood of interaction. (1) The miRNA is hsa-miR-4514 with sequence ACAGGCAGGAUUGGGGAA. The protein sequence of the target gene is MGARLSRRRLPADPSLALDALPPELLVQVLSHVPPRSLVTRCRPVCRAWRDIVDGPTVWLLQLARDRSAEGRALYAVAQRCLPSNEDKEEFPLCALARYCLRAPFGRNLIFNSCGEQGFRGWEVEHGGNGWAIEKNLTPVPGAPSQTCFVTSFEWCSKRQLVDLVMEGVWQELLDSAQIEICVADWWGARENCGCVYQLRVRLLDVYEKEVVKFSASPDPVLQWTERGCRQVSHVFTNFGKGIRYVSFEQYGRDVSSWVGHYGALVTHSSVRVRIRLS. Result: 1 (interaction). (2) The miRNA is mmu-miR-344f-3p with sequence CUCUAGCCAGGACCUGACUAC. The protein sequence of the target gene is MSNSHPLRPFTAVGEIDHVHILSEHIGALLIGEEYGDVTFVVEKKHFPAHRVILAARCQYFRALLYGGMRESQPEAEIPLQDTTAEAFTMLLRYIYTGRATLTDEKEEVLLDFLSLAHKYGFPELEDSTSEYLCTILNIQNVCMTFDVASLYSLPKLTCMCCMFMDRNAQEVLASDGFLSLSKTALLNIVLRDSFAAPEKDIFLALLNWCKHNAKENHAEIMQAVRLPLMSLTELLNVVRPSGLLSPDAILDAIKVRSESRDMDLNYRGMLIPEENIATMKYGAQVVKGELKSALLDGDT.... Result: 0 (no interaction). (3) The miRNA is hsa-miR-6726-5p with sequence CGGGAGCUGGGGUCUGCAGGU. The protein sequence of the target gene is MTSLYGRHAEKTTDMPKPSAPKVHVQRSVSRDTIAIHFSASGEEEEEEEEEFREYFEEGLDDQSIVTGLEAKEDLYLEPQVGHDPAGPAASPVLADGLSVSQAPAILPVSKNTVKLLESPVPAAQVLSTVPLAVSPGSSSSGPLASSPSVSSLSEQKTSSSSPLSSPSKSPILSSSASTSTLSSAKPFMSLVKSLSTEVEPKESPHPARHRHLMKTLVKSLSTDTSRQESDTVSYKPPDSKLNLHLFKQFTQPRNTGGDSKTAPSSPLTSPSDTRSFFKVPEMEAKIEDTKRRLSEVIYE.... Result: 0 (no interaction). (4) The miRNA is hsa-miR-3119 with sequence UGGCUUUUAACUUUGAUGGC. The protein sequence of the target gene is MKAGSGDQGSPPCFLRFPRPVRVVSGAEAELKCVVLGEPPPTVVWEKGGQQLVASERLSFPEDGAEHGLLLSGALPTDAGVYVCRARNAAGEAYAAAAVTVLEPPAPEPEPESSECPLPTPGTGEGAPKFLTGPQSQWVLRGEEVVLTCQVGGLPEPKLYWEKDGMALDEVWDSSHFKLEPGRGASDEGASLTLRILAARLPDSGVYVCHARNAHGHAQAGALLQVHQPRESPPQDPDENPKPVLEPLKGAPKTFWVNEGKHAKFRCYVMGKPEPEIEWHLEGRPLLPDRRRLMYRDRDG.... Result: 0 (no interaction). (5) The miRNA is mmu-miR-181a-5p with sequence AACAUUCAACGCUGUCGGUGAGU. The protein sequence of the target gene is MAYPGYGGAFGNFSGQIPGMQMQMGQPMPGAGPNMFSGGYPGYLGYSDSYSPADDSMWTYFTAVAGQDGEVDAEELQRCLTQSGISGTYAPFSLETCRIMIAMLDRDYTGKMGFNEFKELWAALNAWKQNFMTIDQDQSGTVEHHELSQAIALMGYRLSPQTLAAIVRRYSKNGRIFFDDYVACCVKLRALTDFFRRRDHLQQGIVNFMYEDFLQGTMTI. Result: 1 (interaction). (6) The miRNA is hsa-miR-8074 with sequence CUAUGGCGAGACUGGCAUGUACUC. The protein sequence of the target gene is MDGVAEFSEYVSETVDVPSPFDLLEPPTSGGFLKLSKPCCYIFPGGRGDSALFAVNGFNILVDGGSDRKSCFWKLVRHLDRIDSVLLTHIGADNLPGINGLLQRKVAELEEEQSQGSSSYSDWVKNLISPELGVVFFNVPDKLRLPDASRKAKRSIEEACLTLQHLNRLGIQAEPLYRVVSNTIEPLTLFHKMGVGRLDMYVLNPVKDSKEMQFLMQKWAGNSKAKTGIVLANGKEAEISVPYLTSITALVVWLPANPTEKIVRVLFPGNAPQNKILEGLEKLRHLDFLRYPVATQKDLA.... Result: 0 (no interaction). (7) The miRNA is hsa-miR-92a-3p with sequence UAUUGCACUUGUCCCGGCCUGU. The protein sequence of the target gene is MSHRKFSAPRHGSLGFLPRKRSSRHRGKVKSFPKDDPSKPVHLTAFLGYKAGMTHIVREVDRPGSKVNKKEVVEAVTIVETPPMVVVGIVGYVETPRGLRTFKTVFAEHISDECKRRFYKNWHKSKKKAFTKYCKKWQDEDGKKQLEKDFSSMKKYCQVIRVIAHTQMRLLPLRQKKAHLMEIQVNGGTVAEKLDWARERLEQQVPVNQVFGQDEMIDVIGVTKGKGYKGVTSRWHTKKLPRKTHRGLRKVACIGAWHPARVAFSVARAGQKGYHHRTEINKKIYKIGQGYLIKDGKLIK.... Result: 1 (interaction).